From a dataset of Catalyst prediction with 721,799 reactions and 888 catalyst types from USPTO. Predict which catalyst facilitates the given reaction. (1) Reactant: [N+:1]([C:4]1[CH:9]=[CH:8][C:7]([C:10]2[CH:14]=[CH:13][NH:12][N:11]=2)=[CH:6][CH:5]=1)([O-:3])=[O:2].[C:15](=O)([O-])[O-].[Cs+].[Cs+].IC. Product: [CH3:15][N:12]1[CH:13]=[CH:14][C:10]([C:7]2[CH:6]=[CH:5][C:4]([N+:1]([O-:3])=[O:2])=[CH:9][CH:8]=2)=[N:11]1. The catalyst class is: 18. (2) Reactant: [NH2:1][C:2]1[N:10]=[C:9]([C:11]2[C:19]3[C:14](=[N:15][CH:16]=[CH:17][CH:18]=3)[N:13]([CH2:20][C:21]3[CH:26]=[CH:25][CH:24]=[CH:23][C:22]=3[F:27])[N:12]=2)[N:8]=[C:7]2[C:3]=1[NH:4][C:5](=[O:28])[NH:6]2.CCN(P1(N(C)CCCN1C)=N[C:36]([CH3:39])([CH3:38])[CH3:37])CC.BrCC1CC1. Product: [NH2:1][C:2]1[N:10]=[C:9]([C:11]2[C:19]3[C:14](=[N:15][CH:16]=[CH:17][CH:18]=3)[N:13]([CH2:20][C:21]3[CH:26]=[CH:25][CH:24]=[CH:23][C:22]=3[F:27])[N:12]=2)[N:8]=[C:7]2[C:3]=1[NH:4][C:5](=[O:28])[N:6]2[CH2:37][CH:36]1[CH2:39][CH2:38]1. The catalyst class is: 9. (3) Reactant: [O:1]1[C:5]2[CH:6]=[CH:7][CH:8]=[CH:9][C:4]=2[CH:3]=[C:2]1[C:10]1[CH:15]=[CH:14][CH:13]=[CH:12][C:11]=1[C:16]1[N:20]([CH3:21])[N:19]=[C:18]([C:22](O)=[O:23])[C:17]=1[CH3:25].C(Cl)(=O)C(Cl)=O.[NH:32]1[CH2:37][CH2:36][CH:35]([N:38]2[CH2:43][CH2:42][O:41][CH2:40][CH2:39]2)[CH2:34][CH2:33]1.C(N(CC)CC)C. The catalyst class is: 59. Product: [O:1]1[C:5]2[CH:6]=[CH:7][CH:8]=[CH:9][C:4]=2[CH:3]=[C:2]1[C:10]1[CH:15]=[CH:14][CH:13]=[CH:12][C:11]=1[C:16]1[N:20]([CH3:21])[N:19]=[C:18]([C:22]([N:32]2[CH2:37][CH2:36][CH:35]([N:38]3[CH2:43][CH2:42][O:41][CH2:40][CH2:39]3)[CH2:34][CH2:33]2)=[O:23])[C:17]=1[CH3:25].